This data is from Forward reaction prediction with 1.9M reactions from USPTO patents (1976-2016). The task is: Predict the product of the given reaction. (1) Given the reactants [F:1][C:2]([F:16])([F:15])[O:3][C:4]1[CH:14]=[CH:13][C:7]([O:8][CH2:9][C:10](O)=[O:11])=[CH:6][CH:5]=1.C(Cl)(=O)C([Cl:20])=O.CCOC(C)=O.CCCCCCC, predict the reaction product. The product is: [F:1][C:2]([F:16])([F:15])[O:3][C:4]1[CH:14]=[CH:13][C:7]([O:8][CH2:9][C:10]([Cl:20])=[O:11])=[CH:6][CH:5]=1. (2) Given the reactants [Cl:1][C:2]1[C:7]2[N:8]=[CH:9][N:10]([CH3:11])[C:6]=2[C:5]([C:12]([N:14]2[CH2:19][CH2:18][O:17][CH2:16][CH2:15]2)=[O:13])=[CH:4][N:3]=1.[Cl:20][C:21]1[CH:22]=[C:23]([CH:25]=[CH:26][C:27]=1[F:28])[NH2:24], predict the reaction product. The product is: [ClH:1].[Cl:20][C:21]1[CH:22]=[C:23]([NH:24][C:2]2[C:7]3[N:8]=[CH:9][N:10]([CH3:11])[C:6]=3[C:5]([C:12]([N:14]3[CH2:19][CH2:18][O:17][CH2:16][CH2:15]3)=[O:13])=[CH:4][N:3]=2)[CH:25]=[CH:26][C:27]=1[F:28]. (3) Given the reactants [C:1]([C:9]1[CH:14]=[CH:13][CH:12]=[CH:11][C:10]=1[S:15][CH2:16][C:17]([CH2:24][CH3:25])([CH2:20][CH2:21][CH2:22][CH3:23])[CH:18]=O)(=O)[C:2]1[CH:7]=[CH:6][CH:5]=[CH:4][CH:3]=1, predict the reaction product. The product is: [CH2:20]([C:17]1([CH2:24][CH3:25])[CH:18]=[C:1]([C:2]2[CH:7]=[CH:6][CH:5]=[CH:4][CH:3]=2)[C:9]2[CH:14]=[CH:13][CH:12]=[CH:11][C:10]=2[S:15][CH2:16]1)[CH2:21][CH2:22][CH3:23]. (4) Given the reactants Cl[C:2]1[N:11]=[C:10]([C:12]2[CH:17]=[CH:16][C:15]([N:18]3[CH2:23][CH2:22][O:21][CH2:20][CH2:19]3)=[CH:14][CH:13]=2)[CH:9]=[C:8]2[C:3]=1[CH:4]=[CH:5][CH:6]=[N:7]2.[NH2:24][C:25]1[N:33]=[CH:32][CH:31]=[CH:30][C:26]=1[C:27]([NH2:29])=[O:28].C1(P(C2C=CC=CC=2)C2C=CC3C(=CC=CC=3)C=2C2C3C(=CC=CC=3)C=CC=2P(C2C=CC=CC=2)C2C=CC=CC=2)C=CC=CC=1.C(=O)([O-])[O-].[Cs+].[Cs+], predict the reaction product. The product is: [N:18]1([C:15]2[CH:16]=[CH:17][C:12]([C:10]3[CH:9]=[C:8]4[C:3]([CH:4]=[CH:5][CH:6]=[N:7]4)=[C:2]([NH:24][C:25]4[N:33]=[CH:32][CH:31]=[CH:30][C:26]=4[C:27]([NH2:29])=[O:28])[N:11]=3)=[CH:13][CH:14]=2)[CH2:23][CH2:22][O:21][CH2:20][CH2:19]1. (5) Given the reactants F[C:2]1[CH:7]=[C:6]([F:8])[CH:5]=[C:4]([F:9])[C:3]=1[N+:10]([O-:12])=[O:11].[N:13]1[CH:18]=[CH:17][CH:16]=[C:15]([NH2:19])[CH:14]=1, predict the reaction product. The product is: [F:9][C:4]1[C:3]([N+:10]([O-:12])=[O:11])=[C:2]([NH:19][C:15]2[CH:14]=[N:13][CH:18]=[CH:17][CH:16]=2)[CH:7]=[C:6]([F:8])[CH:5]=1. (6) Given the reactants [Cl:1][C:2]1[CH:3]=[C:4]([CH:8]([O:20][CH2:21][C:22]#[N:23])[CH2:9][CH2:10][N:11]([CH3:19])[C:12](=[O:18])[O:13][C:14]([CH3:17])([CH3:16])[CH3:15])[CH:5]=[CH:6][CH:7]=1.S(C)C.CO, predict the reaction product. The product is: [NH2:23][CH2:22][CH2:21][O:20][CH:8]([C:4]1[CH:5]=[CH:6][CH:7]=[C:2]([Cl:1])[CH:3]=1)[CH2:9][CH2:10][N:11]([CH3:19])[C:12](=[O:18])[O:13][C:14]([CH3:17])([CH3:15])[CH3:16].